Dataset: Catalyst prediction with 721,799 reactions and 888 catalyst types from USPTO. Task: Predict which catalyst facilitates the given reaction. (1) Product: [CH3:14][C:13]1([CH3:15])[N:9]([CH2:8][C:6]2[CH:5]=[CH:4][N:3]=[C:2]([NH:1][C:36](=[O:37])[O:38][C:39]3[CH:44]=[CH:43][CH:42]=[CH:41][CH:40]=3)[N:7]=2)[C:10](=[O:28])[N:11]([C:17]2[CH:22]=[CH:21][C:20]([S:23][C:24]([F:27])([F:26])[F:25])=[CH:19][CH:18]=2)[C:12]1=[O:16]. The catalyst class is: 54. Reactant: [NH2:1][C:2]1[N:7]=[C:6]([CH2:8][N:9]2[C:13]([CH3:15])([CH3:14])[C:12](=[O:16])[N:11]([C:17]3[CH:22]=[CH:21][C:20]([S:23][C:24]([F:27])([F:26])[F:25])=[CH:19][CH:18]=3)[C:10]2=[O:28])[CH:5]=[CH:4][N:3]=1.N1C=CC=CC=1.Cl[C:36]([O:38][C:39]1[CH:44]=[CH:43][CH:42]=[CH:41][CH:40]=1)=[O:37]. (2) The catalyst class is: 1. Reactant: [CH3:1][C:2]1([CH3:10])[CH2:7][CH2:6]CC(C)(C)N1.C([Li])CCC.[C:16]([C:20]1[N:21]=[C:22]([Cl:30])[C:23]2[N:24]([C:26](=[O:29])[NH:27][N:28]=2)[CH:25]=1)([CH3:19])([CH3:18])[CH3:17].C(=[O:35])C(C)C. Product: [C:16]([C:20]1[N:21]=[C:22]([Cl:30])[C:23]2[N:24]([C:26](=[O:29])[NH:27][N:28]=2)[C:25]=1[CH:6]([OH:35])[CH2:7][CH:2]([CH3:10])[CH3:1])([CH3:19])([CH3:17])[CH3:18].